This data is from Forward reaction prediction with 1.9M reactions from USPTO patents (1976-2016). The task is: Predict the product of the given reaction. Given the reactants C(OC(=O)[NH:10][CH2:11][CH:12]1[CH2:16][C:15]2[CH:17]=[CH:18][CH:19]=[C:20]([C:21]3[CH:22]=[N:23][CH:24]=[CH:25][CH:26]=3)[C:14]=2[O:13]1)C1C=CC=CC=1.C[Si](I)(C)C, predict the reaction product. The product is: [N:23]1[CH:24]=[CH:25][CH:26]=[C:21]([C:20]2[C:14]3[O:13][CH:12]([CH2:11][NH2:10])[CH2:16][C:15]=3[CH:17]=[CH:18][CH:19]=2)[CH:22]=1.